From a dataset of Peptide-MHC class II binding affinity with 134,281 pairs from IEDB. Regression. Given a peptide amino acid sequence and an MHC pseudo amino acid sequence, predict their binding affinity value. This is MHC class II binding data. (1) The peptide sequence is ENGEWAIDFCPGVIRRHHG. The MHC is HLA-DQA10102-DQB10602 with pseudo-sequence HLA-DQA10102-DQB10602. The binding affinity (normalized) is 0.293. (2) The peptide sequence is VSAIVGAAASVFVCL. The MHC is DRB4_0101 with pseudo-sequence DRB4_0103. The binding affinity (normalized) is 0.209. (3) The peptide sequence is EVVDYLGIPASARPV. The MHC is DRB1_0802 with pseudo-sequence DRB1_0802. The binding affinity (normalized) is 0.107. (4) The peptide sequence is KLIGGIGGFIKVRQYDQILI. The MHC is DRB1_0405 with pseudo-sequence DRB1_0405. The binding affinity (normalized) is 0.264. (5) The peptide sequence is TVSLPVGADEDDIKA. The MHC is DRB5_0101 with pseudo-sequence DRB5_0101. The binding affinity (normalized) is 0. (6) The peptide sequence is CGLNSVDSLEHEMWR. The MHC is DRB3_0202 with pseudo-sequence DRB3_0202. The binding affinity (normalized) is 0. (7) The peptide sequence is YQIAFSRGNRAFIAI. The MHC is HLA-DPA10301-DPB10402 with pseudo-sequence HLA-DPA10301-DPB10402. The binding affinity (normalized) is 0.323.